From a dataset of Forward reaction prediction with 1.9M reactions from USPTO patents (1976-2016). Predict the product of the given reaction. (1) Given the reactants P(Cl)(Cl)(Cl)=O.[CH3:6][N:7]([CH3:31])[C:8]([C:10]1[N:15]=[C:14]2[CH:16]=[C:17]([CH3:19])[NH:18][C:13]2=[C:12]([NH:20][CH2:21][C:22]2[C:27]([CH3:28])=[CH:26][CH:25]=[CH:24][C:23]=2[CH2:29][CH3:30])[CH:11]=1)=[O:9].C[N+](C)=CCl.[Cl-].CN([CH:41]=[O:42])C, predict the reaction product. The product is: [CH3:31][N:7]([CH3:6])[C:8]([C:10]1[N:15]=[C:14]2[C:16]([CH:41]=[O:42])=[C:17]([CH3:19])[NH:18][C:13]2=[C:12]([NH:20][CH2:21][C:22]2[C:27]([CH3:28])=[CH:26][CH:25]=[CH:24][C:23]=2[CH2:29][CH3:30])[CH:11]=1)=[O:9]. (2) Given the reactants [CH:1]1([NH2:4])[CH2:3][CH2:2]1.C1([O:11][C:12](=O)[NH:13][C:14]2[CH:19]=[CH:18][CH:17]=[C:16]([C:20]([C:22]3[C:30]4[C:29]([NH2:31])=[N:28][CH:27]=[N:26][C:25]=4[N:24]([CH:32]4[CH2:36][CH2:35][CH2:34][CH2:33]4)[CH:23]=3)=[O:21])[CH:15]=2)C=CC=CC=1, predict the reaction product. The product is: [NH2:31][C:29]1[C:30]2[C:22]([C:20]([C:16]3[CH:15]=[C:14]([NH:13][C:12]([NH:4][CH:1]4[CH2:3][CH2:2]4)=[O:11])[CH:19]=[CH:18][CH:17]=3)=[O:21])=[CH:23][N:24]([CH:32]3[CH2:36][CH2:35][CH2:34][CH2:33]3)[C:25]=2[N:26]=[CH:27][N:28]=1.